This data is from Forward reaction prediction with 1.9M reactions from USPTO patents (1976-2016). The task is: Predict the product of the given reaction. (1) Given the reactants [C:1](/[N:3]=[C:4](\[S:15][CH3:16])/[NH:5][C:6]1[CH:11]=[C:10]([Cl:12])[C:9]([Cl:13])=[C:8]([Cl:14])[CH:7]=1)#[N:2].[H-].[Na+].[CH3:19]I, predict the reaction product. The product is: [C:1](/[N:3]=[C:4](\[S:15][CH3:16])/[N:5]([CH3:19])[C:6]1[CH:7]=[C:8]([Cl:14])[C:9]([Cl:13])=[C:10]([Cl:12])[CH:11]=1)#[N:2]. (2) Given the reactants [NH2:1][C:2]1[N:7]=[CH:6][C:5]([C:8]2[NH:12][C:11]([C@H:13]3[N:21]4[C:16](=[CH:17][C:18]([C:23]5[CH:28]=[C:27]([Cl:29])[CH:26]=[CH:25][C:24]=5[N:30]5[CH:34]=[C:33]([Cl:35])[N:32]=[N:31]5)=[CH:19][C:20]4=[O:22])[CH2:15][CH2:14]3)=[N:10][CH:9]=2)=[CH:4][CH:3]=1.Cl[C:37]([O:39][CH2:40][CH2:41][O:42][CH3:43])=[O:38], predict the reaction product. The product is: [CH3:43][O:42][CH2:41][CH2:40][O:39][C:37](=[O:38])[NH:1][C:2]1[CH:3]=[CH:4][C:5]([C:8]2[NH:12][C:11]([C@H:13]3[N:21]4[C:16](=[CH:17][C:18]([C:23]5[CH:28]=[C:27]([Cl:29])[CH:26]=[CH:25][C:24]=5[N:30]5[CH:34]=[C:33]([Cl:35])[N:32]=[N:31]5)=[CH:19][C:20]4=[O:22])[CH2:15][CH2:14]3)=[N:10][CH:9]=2)=[CH:6][N:7]=1. (3) Given the reactants Br[C:2]1[CH:3]=[C:4]([C:16]#[N:17])[N:5]([C:7]2[CH:12]=[C:11]([Cl:13])[CH:10]=[CH:9][C:8]=2[CH2:14][CH3:15])[CH:6]=1.Cl[C:19]1[N:24]=[CH:23][N:22]=[C:21]([NH:25]C)[CH:20]=1, predict the reaction product. The product is: [NH2:25][C:21]1[N:22]=[CH:23][N:24]=[C:19]([C:2]2[CH:3]=[C:4]([C:16]#[N:17])[N:5]([C:7]3[CH:12]=[C:11]([Cl:13])[CH:10]=[CH:9][C:8]=3[CH2:14][CH3:15])[CH:6]=2)[CH:20]=1. (4) Given the reactants Cl[C:2]1[CH:7]=[C:6]([C:8]#[N:9])[CH:5]=[C:4]([N:10]([CH3:12])[CH3:11])[N:3]=1.[F:13][C:14]([F:25])([F:24])[C:15]1[CH:20]=[CH:19][C:18](B(O)O)=[CH:17][CH:16]=1.C(=O)([O-])[O-].[Cs+].[Cs+].CC(C1C=C(C(C)C)C(C2C=CC=CC=2P(C2CCCCC2)C2CCCCC2)=C(C(C)C)C=1)C, predict the reaction product. The product is: [CH3:11][N:10]([C:4]1[CH:5]=[C:6]([C:8]#[N:9])[CH:7]=[C:2]([C:18]2[CH:19]=[CH:20][C:15]([C:14]([F:25])([F:24])[F:13])=[CH:16][CH:17]=2)[N:3]=1)[CH3:12]. (5) The product is: [CH2:7]([C:9]([C:34]1[CH:39]=[CH:38][C:37]([O:40][S:44]([C:43]([F:56])([F:55])[F:42])(=[O:46])=[O:45])=[C:36]([CH3:41])[CH:35]=1)([C:12]1[CH:17]=[CH:16][C:15]([C:18]#[C:19][C:20]([O:29][CH2:30][O:31][CH3:32])([C:25]([F:26])([F:27])[F:28])[C:21]([F:24])([F:23])[F:22])=[C:14]([CH3:33])[CH:13]=1)[CH2:10][CH3:11])[CH3:8]. Given the reactants N1C=CC=CC=1.[CH2:7]([C:9]([C:34]1[CH:39]=[CH:38][C:37]([OH:40])=[C:36]([CH3:41])[CH:35]=1)([C:12]1[CH:17]=[CH:16][C:15]([C:18]#[C:19][C:20]([O:29][CH2:30][O:31][CH3:32])([C:25]([F:28])([F:27])[F:26])[C:21]([F:24])([F:23])[F:22])=[C:14]([CH3:33])[CH:13]=1)[CH2:10][CH3:11])[CH3:8].[F:42][C:43]([F:56])([F:55])[S:44](O[S:44]([C:43]([F:56])([F:55])[F:42])(=[O:46])=[O:45])(=[O:46])=[O:45].O, predict the reaction product.